This data is from Reaction yield outcomes from USPTO patents with 853,638 reactions. The task is: Predict the reaction yield, written as a fraction of the theoretical maximum amount of product (1.0 means a 100% yield; for example, 0.34 means a 34% yield). (1) The reactants are [Cl:1][C:2]1[CH:7]=[C:6]([Cl:8])[CH:5]=[CH:4][C:3]=1[C:9]1[C:17]2[C:13](=[C:14]([CH2:19][CH:20]=[O:21])[N:15]([CH3:18])[N:16]=2)[CH:12]=[CH:11][CH:10]=1.[S:22]([CH2:32][N+:33]#[C-:34])([C:25]1[CH:31]=[CH:30][C:28]([CH3:29])=[CH:27][CH:26]=1)(=[O:24])=[O:23].[C-]#N.[Na+]. The catalyst is C(O)C. The product is [Cl:1][C:2]1[CH:7]=[C:6]([Cl:8])[CH:5]=[CH:4][C:3]=1[C:9]1[C:17]2[C:13](=[C:14]([CH2:19][CH:20]3[O:21][CH:34]=[N:33][CH:32]3[S:22]([C:25]3[CH:31]=[CH:30][C:28]([CH3:29])=[CH:27][CH:26]=3)(=[O:24])=[O:23])[N:15]([CH3:18])[N:16]=2)[CH:12]=[CH:11][CH:10]=1. The yield is 0.300. (2) The reactants are [F:1][C:2]1[CH:7]=[CH:6][C:5]([NH:8][C:9]([C:11]2([C:14]([NH:16][C:17]3[CH:22]=[CH:21][C:20]([O:23][C:24]4[C:33]5[C:28](=[CH:29][C:30]([O:35][CH3:36])=[C:31]([OH:34])[CH:32]=5)[N:27]=[CH:26][N:25]=4)=[C:19]([F:37])[CH:18]=3)=[O:15])[CH2:13][CH2:12]2)=[O:10])=[CH:4][CH:3]=1.C1C=CC(P(C2C=CC=CC=2)C2C=CC=CC=2)=CC=1.[N:57]1([CH2:63][CH2:64][CH2:65]O)[CH2:62][CH2:61][O:60][CH2:59][CH2:58]1.CCOC(/N=N/C(OCC)=O)=O. The catalyst is C(Cl)Cl. The product is [F:1][C:2]1[CH:3]=[CH:4][C:5]([NH:8][C:9]([C:11]2([C:14]([NH:16][C:17]3[CH:22]=[CH:21][C:20]([O:23][C:24]4[C:33]5[C:28](=[CH:29][C:30]([O:35][CH3:36])=[C:31]([O:34][CH2:65][CH2:64][CH2:63][N:57]6[CH2:62][CH2:61][O:60][CH2:59][CH2:58]6)[CH:32]=5)[N:27]=[CH:26][N:25]=4)=[C:19]([F:37])[CH:18]=3)=[O:15])[CH2:13][CH2:12]2)=[O:10])=[CH:6][CH:7]=1. The yield is 0.100. (3) The reactants are [N:1]([C:4]1[CH:9]=[CH:8][C:7]([F:10])=[CH:6][CH:5]=1)=[N+:2]=[N-:3].[C:11]([C:13]1[CH:18]=[CH:17][C:16]([C@@H:19]2[O:24][CH2:23][CH2:22][N:21]([C:25]([O:27][C:28]([CH3:31])([CH3:30])[CH3:29])=[O:26])[CH2:20]2)=[CH:15][CH:14]=1)#[CH:12]. The catalyst is C(N(CC)C(C)C)(C)C.[Cu]I. The product is [F:10][C:7]1[CH:8]=[CH:9][C:4]([N:1]2[CH:12]=[C:11]([C:13]3[CH:14]=[CH:15][C:16]([C@@H:19]4[O:24][CH2:23][CH2:22][N:21]([C:25]([O:27][C:28]([CH3:31])([CH3:30])[CH3:29])=[O:26])[CH2:20]4)=[CH:17][CH:18]=3)[N:3]=[N:2]2)=[CH:5][CH:6]=1. The yield is 0.280. (4) The product is [CH:1]1([CH2:7][C:8]2[N:12]([C:13]3[CH:14]=[CH:15][C:16]([C:19]([NH:21][CH2:22][CH3:23])=[O:20])=[CH:17][CH:18]=3)[N:11]=[N:10][C:9]=2[C:24]([NH:33][CH:31]2[CH2:32][CH2:30]2)=[O:26])[CH2:2][CH2:3][CH2:4][CH2:5][CH2:6]1. The catalyst is C(#N)C.CN(C=O)C.C(=O)([O-])O.[Na+].O. The reactants are [CH:1]1([CH2:7][C:8]2[N:12]([C:13]3[CH:18]=[CH:17][C:16]([C:19]([NH:21][CH2:22][CH3:23])=[O:20])=[CH:15][CH:14]=3)[N:11]=[N:10][C:9]=2[C:24]([OH:26])=O)[CH2:6][CH2:5][CH2:4][CH2:3][CH2:2]1.C1C=C[C:30]2N(O)N=[N:33][C:31]=2[CH:32]=1.C1(N)CC1.CCN=C=NCCCN(C)C. The yield is 0.918. (5) The reactants are CS(O[CH:6]1[CH2:9][N:8]([C:10]2[S:11][CH:12]=[C:13]([C:15]([N:17]3[CH2:20][CH:19]([NH:21][C:22]([O:24][CH2:25][C:26]4[CH:31]=[CH:30][C:29]([N+:32]([O-:34])=[O:33])=[CH:28][CH:27]=4)=[O:23])[CH2:18]3)=[O:16])[N:14]=2)[CH2:7]1)(=O)=O.[C:35]([O-:38])(=[S:37])[CH3:36].[K+]. The catalyst is CN(C)C=O. The product is [C:35]([S:37][CH:6]1[CH2:7][N:8]([C:10]2[S:11][CH:12]=[C:13]([C:15]([N:17]3[CH2:18][CH:19]([NH:21][C:22]([O:24][CH2:25][C:26]4[CH:27]=[CH:28][C:29]([N+:32]([O-:34])=[O:33])=[CH:30][CH:31]=4)=[O:23])[CH2:20]3)=[O:16])[N:14]=2)[CH2:9]1)(=[O:38])[CH3:36]. The yield is 0.560.